This data is from Catalyst prediction with 721,799 reactions and 888 catalyst types from USPTO. The task is: Predict which catalyst facilitates the given reaction. Reactant: [CH3:1][O:2][C:3]1[CH:7]=[C:6]([C:8]([OH:10])=O)[O:5][N:4]=1.CN(C(ON1N=NC2C=CC=NC1=2)=[N+](C)C)C.F[P-](F)(F)(F)(F)F.[NH2:35][C@H:36]([CH2:45][C:46]1[CH:51]=[CH:50][C:49]([C:52]2[CH:57]=[C:56]([Cl:58])[CH:55]=[CH:54][C:53]=2[F:59])=[CH:48][CH:47]=1)[CH2:37][C@:38]([CH2:43][OH:44])([CH3:42])[C:39]([OH:41])=[O:40].CCN(C(C)C)C(C)C. Product: [Cl:58][C:56]1[CH:55]=[CH:54][C:53]([F:59])=[C:52]([C:49]2[CH:48]=[CH:47][C:46]([CH2:45][C@@H:36]([NH:35][C:8]([C:6]3[O:5][N:4]=[C:3]([O:2][CH3:1])[CH:7]=3)=[O:10])[CH2:37][C@:38]([CH2:43][OH:44])([CH3:42])[C:39]([OH:41])=[O:40])=[CH:51][CH:50]=2)[CH:57]=1. The catalyst class is: 3.